This data is from Catalyst prediction with 721,799 reactions and 888 catalyst types from USPTO. The task is: Predict which catalyst facilitates the given reaction. (1) Reactant: [CH2:1]1[CH2:6][CH2:5][CH2:4][CH2:3][CH2:2]1.[OH:7]N1C(=O)[C:11]2=[CH:14][CH:15]=[CH:16][CH:17]=[C:10]2C1=O.[O:19]=[O:20]. Product: [C:1]1(=[O:7])[CH2:6][CH2:5][CH2:4][CH2:3][CH2:2]1.[CH:10]1([OH:19])[CH2:11][CH2:14][CH2:15][CH2:16][CH2:17]1.[CH:1]1([O:19][OH:20])[CH2:6][CH2:5][CH2:4][CH2:3][CH2:2]1. The catalyst class is: 6. (2) Reactant: C(OC([N:8]1[CH2:13][CH2:12][N:11]([C:14]2[CH:19]=[CH:18][C:17]([CH3:20])=[CH:16][C:15]=2[CH:21]2[CH2:26][C:25]([CH3:28])([CH3:27])[CH2:24][C:23]([CH3:30])([CH3:29])[CH2:22]2)[CH2:10][CH2:9]1)=O)(C)(C)C.FC(F)(F)C(O)=O.ClCCl.C(=O)([O-])O.[Na+]. Product: [CH3:20][C:17]1[CH:18]=[CH:19][C:14]([N:11]2[CH2:12][CH2:13][NH:8][CH2:9][CH2:10]2)=[C:15]([CH:21]2[CH2:26][C:25]([CH3:28])([CH3:27])[CH2:24][C:23]([CH3:30])([CH3:29])[CH2:22]2)[CH:16]=1. The catalyst class is: 13. (3) Reactant: [CH3:1][C:2]1[CH:7]=[CH:6][C:5]([C:8]2[CH:13]=[C:12]([O:14][C:15]3[CH:20]=[CH:19][CH:18]=[CH:17][N:16]=3)[CH:11]=[C:10]([C:21](O)=[O:22])[CH:9]=2)=[CH:4][CH:3]=1.Cl.Cl.[CH3:26][C:27]1[N:32]=[CH:31][C:30]([C@H:33]([NH2:35])[CH3:34])=[CH:29][CH:28]=1.F[P-](F)(F)(F)(F)F.C[N+](C)=C(N(C)C)ON1C2N=CC=CC=2N=N1.C(N(CC)C(C)C)(C)C. Product: [CH3:1][C:2]1[CH:3]=[CH:4][C:5]([C:8]2[CH:13]=[C:12]([O:14][C:15]3[CH:20]=[CH:19][CH:18]=[CH:17][N:16]=3)[CH:11]=[C:10]([C:21]([NH:35][C@@H:33]([C:30]3[CH:31]=[N:32][C:27]([CH3:26])=[CH:28][CH:29]=3)[CH3:34])=[O:22])[CH:9]=2)=[CH:6][CH:7]=1. The catalyst class is: 9. (4) Reactant: [Cl:1][C:2]1[CH:7]=[CH:6][C:5]([C@@H:8]2[N:14]([C:15]([CH:17]3[CH2:22][CH2:21][O:20][CH2:19][CH2:18]3)=[O:16])[CH2:13][C:12]3[CH:23]=[CH:24][C:25]([C:27]([O:29]C)=O)=[CH:26][C:11]=3[O:10][CH2:9]2)=[CH:4][CH:3]=1.[NH2:31][OH:32].[OH-].[Na+]. Product: [Cl:1][C:2]1[CH:7]=[CH:6][C:5]([C@@H:8]2[N:14]([C:15]([CH:17]3[CH2:22][CH2:21][O:20][CH2:19][CH2:18]3)=[O:16])[CH2:13][C:12]3[CH:23]=[CH:24][C:25]([C:27]([NH:31][OH:32])=[O:29])=[CH:26][C:11]=3[O:10][CH2:9]2)=[CH:4][CH:3]=1. The catalyst class is: 36.